Dataset: Peptide-MHC class I binding affinity with 185,985 pairs from IEDB/IMGT. Task: Regression. Given a peptide amino acid sequence and an MHC pseudo amino acid sequence, predict their binding affinity value. This is MHC class I binding data. The peptide sequence is RKAKIIRDY. The MHC is HLA-B54:01 with pseudo-sequence HLA-B54:01. The binding affinity (normalized) is 0.